From a dataset of Reaction yield outcomes from USPTO patents with 853,638 reactions. Predict the reaction yield, written as a fraction of the theoretical maximum amount of product (1.0 means a 100% yield; for example, 0.34 means a 34% yield). (1) The reactants are [CH2:1]([O:3][C:4](=[O:17])[C:5]1[CH:10]=[C:9]([C:11]([CH3:14])([CH3:13])[CH3:12])[N:8]=[C:7]([Br:15])[C:6]=1[OH:16])[CH3:2].[CH:18](N(CC)C(C)C)(C)C.C[Si](C=[N+]=[N-])(C)C. The catalyst is C(#N)C.CO. The product is [CH2:1]([O:3][C:4](=[O:17])[C:5]1[CH:10]=[C:9]([C:11]([CH3:12])([CH3:13])[CH3:14])[N:8]=[C:7]([Br:15])[C:6]=1[O:16][CH3:18])[CH3:2]. The yield is 0.930. (2) The reactants are [NH2:1][CH:2]([CH3:13])[C:3]([N:5]1[CH2:10][CH2:9][S:8](=[O:12])(=[O:11])[CH2:7][CH2:6]1)=O. The catalyst is C1COCC1. The product is [O:12]=[S:8]1(=[O:11])[CH2:9][CH2:10][N:5]([CH2:3][C@@H:2]([NH2:1])[CH3:13])[CH2:6][CH2:7]1. The yield is 0.900. (3) The reactants are Cl[C:2]1[N:7]=[C:6]([O:8][C@@H:9]([C@H:11]2[CH2:15][NH:14][C:13](=[O:16])[CH2:12]2)[CH3:10])[C:5]2[N:17]([CH:20]3[CH2:22][CH2:21]3)[CH:18]=[N:19][C:4]=2[CH:3]=1.BrC1N=C(O[C@@H]([C@H]2CNC(=O)C2)C)C2N(C3CC3)C=NC=2C=1.[O:45]1[CH2:48][CH:47]([N:49]2[CH2:54][CH2:53][CH:52]([C:55]3[CH:60]=[CH:59][C:58](B4OC(C)(C)C(C)(C)O4)=[CH:57][CH:56]=3)[CH2:51][CH2:50]2)[CH2:46]1. The catalyst is COCCOC.C([O-])([O-])=O.[Na+].[Na+].C1C=CC([P]([Pd]([P](C2C=CC=CC=2)(C2C=CC=CC=2)C2C=CC=CC=2)([P](C2C=CC=CC=2)(C2C=CC=CC=2)C2C=CC=CC=2)[P](C2C=CC=CC=2)(C2C=CC=CC=2)C2C=CC=CC=2)(C2C=CC=CC=2)C2C=CC=CC=2)=CC=1. The product is [CH:20]1([N:17]2[C:5]3[C:6]([O:8][C@@H:9]([C@H:11]4[CH2:15][NH:14][C:13](=[O:16])[CH2:12]4)[CH3:10])=[N:7][C:2]([C:58]4[CH:57]=[CH:56][C:55]([CH:52]5[CH2:53][CH2:54][N:49]([CH:47]6[CH2:46][O:45][CH2:48]6)[CH2:50][CH2:51]5)=[CH:60][CH:59]=4)=[CH:3][C:4]=3[N:19]=[CH:18]2)[CH2:22][CH2:21]1. The yield is 0.480.